Dataset: Forward reaction prediction with 1.9M reactions from USPTO patents (1976-2016). Task: Predict the product of the given reaction. (1) The product is: [ClH:23].[F:22][C:2]([F:1])([F:21])[C:3]1([C:16]([O:18][CH2:19][CH3:20])=[O:17])[CH2:4][CH2:5][NH:6][CH2:7][CH2:8]1. Given the reactants [F:1][C:2]([F:22])([F:21])[C:3]1([C:16]([O:18][CH2:19][CH3:20])=[O:17])[CH2:8][CH2:7][N:6](C(OC(C)(C)C)=O)[CH2:5][CH2:4]1.[ClH:23].O1CCOCC1, predict the reaction product. (2) Given the reactants [C:1]([C:3]1[CH:23]=[CH:22][C:6]([CH2:7][NH:8][C:9](=[O:21])[CH:10]([C:13]2[CH:18]=[CH:17][C:16]([OH:19])=[CH:15][C:14]=2[F:20])[O:11][CH3:12])=[CH:5][CH:4]=1)#[N:2].I[CH:25]([CH3:27])[CH3:26].C(=O)([O-])[O-].[Cs+].[Cs+], predict the reaction product. The product is: [C:1]([C:3]1[CH:4]=[CH:5][C:6]([CH2:7][NH:8][C:9](=[O:21])[CH:10]([C:13]2[CH:18]=[CH:17][C:16]([O:19][CH:25]([CH3:27])[CH3:26])=[CH:15][C:14]=2[F:20])[O:11][CH3:12])=[CH:22][CH:23]=1)#[N:2]. (3) The product is: [NH2:22][C:18]1([C:15]2[CH:14]=[CH:13][C:12]([C:10]3[C:9]([C:30]4[CH:31]=[CH:32][CH:33]=[CH:34][CH:35]=4)=[CH:8][C:7]4[N:2]([CH3:1])[S:3](=[O:37])(=[O:36])[CH2:4][O:5][C:6]=4[N:11]=3)=[CH:17][CH:16]=2)[CH2:19][CH2:20][CH2:21]1. Given the reactants [CH3:1][N:2]1[C:7]2[CH:8]=[C:9]([C:30]3[CH:35]=[CH:34][CH:33]=[CH:32][CH:31]=3)[C:10]([C:12]3[CH:17]=[CH:16][C:15]([C:18]4([NH:22]C(=O)OC(C)(C)C)[CH2:21][CH2:20][CH2:19]4)=[CH:14][CH:13]=3)=[N:11][C:6]=2[O:5][CH2:4][S:3]1(=[O:37])=[O:36], predict the reaction product. (4) Given the reactants [CH2:1]([C@@:4]1([C:20]2[CH:25]=[CH:24][C:23]([F:26])=[CH:22][CH:21]=2)[O:9][C:8](=[O:10])[N:7]([C@H:11]([C:13]2[CH:18]=[CH:17][C:16]([Br:19])=[CH:15][CH:14]=2)[CH3:12])[CH2:6][CH2:5]1)[CH:2]=[CH2:3].[OH2:27].O=O, predict the reaction product. The product is: [Br:19][C:16]1[CH:17]=[CH:18][C:13]([C@@H:11]([N:7]2[CH2:6][CH2:5][C@@:4]([C:20]3[CH:21]=[CH:22][C:23]([F:26])=[CH:24][CH:25]=3)([CH2:1][C:2](=[O:27])[CH3:3])[O:9][C:8]2=[O:10])[CH3:12])=[CH:14][CH:15]=1. (5) Given the reactants [CH:1]1([N:4]2[C:13]3[C:8](=[CH:9][CH:10]=[CH:11][CH:12]=3)[N:7]([CH2:14][C:15]([NH2:17])=O)[CH2:6][CH2:5]2)[CH2:3][CH2:2]1.CO.Cl, predict the reaction product. The product is: [CH:1]1([N:4]2[C:13]3[C:8](=[CH:9][CH:10]=[CH:11][CH:12]=3)[N:7]([CH2:14][CH2:15][NH2:17])[CH2:6][CH2:5]2)[CH2:3][CH2:2]1. (6) Given the reactants [F:1][C:2]([F:20])([F:19])[C:3]1[CH:8]=[CH:7][CH:6]=[CH:5][C:4]=1[CH2:9][NH:10][C:11]([CH:13]1[CH2:18][CH2:17][NH:16][CH2:15][CH2:14]1)=[O:12].Cl[C:22]1[CH:27]=[C:26]([C:28]2[CH:33]=[CH:32][CH:31]=[CH:30][CH:29]=2)[N:25]=[C:24]([NH:34][CH3:35])[N:23]=1, predict the reaction product. The product is: [CH3:35][NH:34][C:24]1[N:23]=[C:22]([N:16]2[CH2:17][CH2:18][CH:13]([C:11]([NH:10][CH2:9][C:4]3[CH:5]=[CH:6][CH:7]=[CH:8][C:3]=3[C:2]([F:1])([F:19])[F:20])=[O:12])[CH2:14][CH2:15]2)[CH:27]=[C:26]([C:28]2[CH:29]=[CH:30][CH:31]=[CH:32][CH:33]=2)[N:25]=1. (7) The product is: [N:58]1[CH:57]=[C:56]([C:59]2[CH:68]=[C:67]([C:69]([OH:71])=[O:70])[C:66]3[C:61](=[CH:62][CH:63]=[CH:64][CH:65]=3)[N:60]=2)[CH:55]=[N:50][CH:53]=1. Given the reactants ClC1C=C(C(O)=O)C2C(=CC=CC=2)N=1.N1C=C(B(O)O)C=NC=1.CN1CCN(C2N=CC=CC=2B2OC(C)(C)C(C)(C)O2)CC1.CN1CC[N:50]([C:53]2[N:58]=[CH:57][C:56]([C:59]3[CH:68]=[C:67]([C:69]([OH:71])=[O:70])[C:66]4[C:61](=[CH:62][CH:63]=[CH:64][CH:65]=4)[N:60]=3)=[CH:55]C=2)CC1, predict the reaction product.